From a dataset of Forward reaction prediction with 1.9M reactions from USPTO patents (1976-2016). Predict the product of the given reaction. (1) Given the reactants [O:1]1[CH2:5][CH2:4][NH:3][C:2]1=[O:6].C[O:8][C:9](=[O:18])[C:10]1[CH:15]=[C:14](I)[CH:13]=[C:12](Br)[CH:11]=1.[Cl:19][C:20]1[CH:25]=[CH:24][C:23]([C@:26]2([CH:38]([CH3:40])[CH3:39])[C@:28]3([C:36]4[C:31](=[CH:32][CH:33]=[CH:34][CH:35]=4)[NH:30][C:29]3=[O:37])[CH2:27]2)=[CH:22][CH:21]=1, predict the reaction product. The product is: [Cl:19][C:20]1[CH:21]=[CH:22][C:23]([C@@:26]2([CH:38]([CH3:40])[CH3:39])[C@@:28]3([C:36]4[C:31](=[CH:32][CH:33]=[CH:34][CH:35]=4)[N:30]([C:12]4[CH:11]=[C:10]([CH:15]=[C:14]([N:3]5[CH2:4][CH2:5][O:1][C:2]5=[O:6])[CH:13]=4)[C:9]([OH:8])=[O:18])[C:29]3=[O:37])[CH2:27]2)=[CH:24][CH:25]=1. (2) Given the reactants [NH2:1][C:2]1[CH:12]=[CH:11][C:5]2[N:6]([CH3:10])[C:7](=[O:9])[O:8][C:4]=2[CH:3]=1.[C:13]([C:15](=[C:24](OCC)[CH3:25])[C:16]([NH:18][C:19](=O)[O:20]CC)=[O:17])#[N:14].CC(C)([O-])C.[K+].Cl, predict the reaction product. The product is: [CH3:25][C:24]1[N:1]([C:2]2[CH:12]=[CH:11][C:5]3[N:6]([CH3:10])[C:7](=[O:9])[O:8][C:4]=3[CH:3]=2)[C:19](=[O:20])[NH:18][C:16](=[O:17])[C:15]=1[C:13]#[N:14]. (3) Given the reactants FC(F)(F)C1C=C(NC(=O)NC2C=CC(C3SC(CCC(O)=O)=NC=3)=CC=2)C=CC=1.[CH3:31][C:32]([CH3:59])([CH2:37][CH2:38][C:39]1[S:40][C:41]([C:44]2[CH:49]=[CH:48][C:47]([NH:50][C:51]([N:53]3[CH2:58][CH2:57][O:56][CH2:55][CH2:54]3)=[O:52])=[CH:46][CH:45]=2)=[CH:42][N:43]=1)[C:33]([O:35]C)=[O:34], predict the reaction product. The product is: [CH3:31][C:32]([CH3:59])([CH2:37][CH2:38][C:39]1[S:40][C:41]([C:44]2[CH:45]=[CH:46][C:47]([NH:50][C:51]([N:53]3[CH2:58][CH2:57][O:56][CH2:55][CH2:54]3)=[O:52])=[CH:48][CH:49]=2)=[CH:42][N:43]=1)[C:33]([OH:35])=[O:34]. (4) Given the reactants Br[C:2]1[CH:7]=[CH:6][C:5]([C:8]2[NH:13][C:12](=[O:14])[NH:11][CH:10]([C:15]3[CH:20]=[C:19]([N+:21]([O-:23])=[O:22])[C:18]([OH:24])=[C:17]([O:25][CH2:26][CH3:27])[CH:16]=3)[C:9]=2[C:28]2[CH:33]=[CH:32][CH:31]=[CH:30][CH:29]=2)=[CH:4][CH:3]=1.C(OC1C=C(C=[C:43]([N+:46]([O-])=O)C=1O)C=O)C.NC(N)=O.Cl, predict the reaction product. The product is: [CH2:26]([O:25][C:17]1[CH:16]=[C:15]([CH:10]2[C:9]([C:28]3[CH:33]=[CH:32][CH:31]=[CH:30][C:29]=3[C:43]#[N:46])=[C:8]([C:5]3[CH:6]=[CH:7][CH:2]=[CH:3][CH:4]=3)[NH:13][C:12](=[O:14])[NH:11]2)[CH:20]=[C:19]([N+:21]([O-:23])=[O:22])[C:18]=1[OH:24])[CH3:27]. (5) Given the reactants [Br:1][C:2]1[CH:7]=[CH:6][C:5]([C:8]2[CH:13]=[CH:12][C:11]([OH:14])=[CH:10][CH:9]=2)=[CH:4][CH:3]=1.C(=O)([O-])[O-].[K+].[K+].Br[CH2:22][CH2:23][CH2:24][Cl:25], predict the reaction product. The product is: [Br:1][C:2]1[CH:3]=[CH:4][C:5]([C:8]2[CH:13]=[CH:12][C:11]([O:14][CH2:22][CH2:23][CH2:24][Cl:25])=[CH:10][CH:9]=2)=[CH:6][CH:7]=1. (6) Given the reactants C[O:2][C:3]([C@@H:5]1[CH2:9][C@H:8]([O:10][C:11]2[CH:16]=[CH:15][CH:14]=[CH:13][CH:12]=2)[CH2:7][N:6]1[S:17]([C:20]1[CH:25]=[CH:24][C:23]([O:26][CH3:27])=[C:22]([O:28][CH3:29])[CH:21]=1)(=[O:19])=[O:18])=[O:4].O.[OH-].[Li+].C(O)(=O)CC(CC(O)=O)(C(O)=O)O, predict the reaction product. The product is: [CH3:29][O:28][C:22]1[CH:21]=[C:20]([S:17]([N:6]2[CH2:7][C@@H:8]([O:10][C:11]3[CH:12]=[CH:13][CH:14]=[CH:15][CH:16]=3)[CH2:9][C@H:5]2[C:3]([OH:4])=[O:2])(=[O:19])=[O:18])[CH:25]=[CH:24][C:23]=1[O:26][CH3:27].